Dataset: Retrosynthesis with 50K atom-mapped reactions and 10 reaction types from USPTO. Task: Predict the reactants needed to synthesize the given product. (1) Given the product CC(C)(C)OC(=O)N1CCC(CCCCc2ccc(NS(C)(=O)=O)cc2)CC1, predict the reactants needed to synthesize it. The reactants are: CC(C)(C)OC(=O)N1CCC(CCCCc2ccc(N)cc2)CC1.CS(=O)(=O)Cl. (2) Given the product CC(C)(O)C(N)CCCC(F)(F)F, predict the reactants needed to synthesize it. The reactants are: CC(C)(O)C(CCCC(F)(F)F)NC(=O)OCc1ccccc1.